Predict hERG channel inhibition at various concentrations. From a dataset of hERG Central: cardiac toxicity at 1µM, 10µM, and general inhibition. (1) The molecule is COCCNC(=O)c1cc(-c2ccccn2)nc2ccc(S(=O)(=O)N3CCC(C)CC3)cc12. Results: hERG_inhib (hERG inhibition (general)): blocker. (2) The molecule is CCN(CC)CCCN(C(C)=O)c1nc(-c2cc(OC)ccc2OC)cs1.Cl. Results: hERG_inhib (hERG inhibition (general)): blocker.